Dataset: Catalyst prediction with 721,799 reactions and 888 catalyst types from USPTO. Task: Predict which catalyst facilitates the given reaction. Reactant: [Cl:1][C:2]1[CH:3]=[C:4]([OH:9])[CH:5]=[CH:6][C:7]=1[Cl:8].Cl[C:11]1[C:16]([CH3:17])=[CH:15][C:14]([N+:18]([O-:20])=[O:19])=[C:13]([CH3:21])[CH:12]=1.C(=O)([O-])[O-].[K+].[K+]. Product: [Cl:1][C:2]1[CH:3]=[C:4]([CH:5]=[CH:6][C:7]=1[Cl:8])[O:9][C:11]1[C:16]([CH3:17])=[CH:15][C:14]([N+:18]([O-:20])=[O:19])=[C:13]([CH3:21])[CH:12]=1. The catalyst class is: 9.